The task is: Regression. Given a peptide amino acid sequence and an MHC pseudo amino acid sequence, predict their binding affinity value. This is MHC class II binding data.. This data is from Peptide-MHC class II binding affinity with 134,281 pairs from IEDB. The peptide sequence is AFKVAATANNAAPAN. The MHC is DRB1_1001 with pseudo-sequence DRB1_1001. The binding affinity (normalized) is 0.801.